From a dataset of Forward reaction prediction with 1.9M reactions from USPTO patents (1976-2016). Predict the product of the given reaction. Given the reactants CN(C(ON1N=NC2C=CC=CC1=2)=[N+](C)C)C.F[P-](F)(F)(F)(F)F.Cl.Cl.[CH3:27][C@H:28]1[C:36]2[C:35]([N:37]3[CH2:42][CH2:41][NH:40][CH2:39][CH2:38]3)=[N:34][CH:33]=[N:32][C:31]=2[C@H:30]([OH:43])[CH2:29]1.[C:44]([O:48][C:49]([N:51]1[CH2:55][CH:54]([C:56]2[CH:61]=[CH:60][C:59]([Cl:62])=[C:58]([Cl:63])[CH:57]=2)[CH:53]([C:64](O)=[O:65])[CH2:52]1)=[O:50])([CH3:47])([CH3:46])[CH3:45], predict the reaction product. The product is: [Cl:63][C:58]1[CH:57]=[C:56]([CH:54]2[CH:53]([C:64]([N:40]3[CH2:39][CH2:38][N:37]([C:35]4[C:36]5[C@H:28]([CH3:27])[CH2:29][C@@H:30]([OH:43])[C:31]=5[N:32]=[CH:33][N:34]=4)[CH2:42][CH2:41]3)=[O:65])[CH2:52][N:51]([C:49]([O:48][C:44]([CH3:47])([CH3:46])[CH3:45])=[O:50])[CH2:55]2)[CH:61]=[CH:60][C:59]=1[Cl:62].